The task is: Predict the reaction yield, written as a fraction of the theoretical maximum amount of product (1.0 means a 100% yield; for example, 0.34 means a 34% yield).. This data is from Reaction yield outcomes from USPTO patents with 853,638 reactions. (1) The reactants are C([NH:4][C@:5]1([C:22](NC(C)(C)C)=[O:23])[C@@H:9]([CH2:10][CH2:11][CH2:12][B:13]2[O:17]C(C)(C)C(C)(C)[O:14]2)[CH2:8][NH:7][CH2:6]1)(=O)C.S([O-])([O-])(=O)=O.[Na+].[Na+].C([NH:43][CH2:44][CH:45]=O)(OC(C)(C)C)=O.C(O[BH-](OC(=O)C)OC(=O)C)(=[O:49])C.[Na+].C(=O)([O-])[O-].[Na+].[Na+]. The catalyst is ClCCCl.C(O)(=O)C. The product is [NH2:4][C@:5]1([C:22]([OH:23])=[O:49])[C@@H:9]([CH2:10][CH2:11][CH2:12][B:13]([OH:14])[OH:17])[CH2:8][N:7]([CH2:45][CH2:44][NH2:43])[CH2:6]1. The yield is 0.350. (2) The reactants are Br[C:2]1[CH:7]=[CH:6][C:5]([CH2:8][C:9]([NH:11][C:12]2[CH:17]=[CH:16][C:15]([O:18][C:19]3[CH:24]=[CH:23][C:22]([C:25]([F:28])([F:27])[F:26])=[CH:21][CH:20]=3)=[CH:14][C:13]=2[OH:29])=[O:10])=[CH:4][CH:3]=1.[CH3:30][O:31][C:32]1[CH:33]=[C:34](B(O)O)[CH:35]=[CH:36][CH:37]=1.C([O-])([O-])=O.[Na+].[Na+]. The catalyst is COCCOC.C1C=CC([P]([Pd]([P](C2C=CC=CC=2)(C2C=CC=CC=2)C2C=CC=CC=2)([P](C2C=CC=CC=2)(C2C=CC=CC=2)C2C=CC=CC=2)[P](C2C=CC=CC=2)(C2C=CC=CC=2)C2C=CC=CC=2)(C2C=CC=CC=2)C2C=CC=CC=2)=CC=1. The product is [OH:29][C:13]1[CH:14]=[C:15]([O:18][C:19]2[CH:24]=[CH:23][C:22]([C:25]([F:28])([F:27])[F:26])=[CH:21][CH:20]=2)[CH:16]=[CH:17][C:12]=1[NH:11][C:9](=[O:10])[CH2:8][C:5]1[CH:6]=[CH:7][C:2]([C:36]2[CH:35]=[CH:34][CH:33]=[C:32]([O:31][CH3:30])[CH:37]=2)=[CH:3][CH:4]=1. The yield is 0.500. (3) The reactants are Br[C:2]1[C:7]([CH3:8])=[CH:6][C:5]([N+:9]([O-:11])=[O:10])=[CH:4][C:3]=1[CH3:12].[F:13][C:14]([F:25])([F:24])[C:15]1[CH:20]=[CH:19][C:18](B(O)O)=[CH:17][CH:16]=1.O.[F-].[K+]. The catalyst is C1(C)C=CC=CC=1.C1C=CC([P]([Pd]([P](C2C=CC=CC=2)(C2C=CC=CC=2)C2C=CC=CC=2)([P](C2C=CC=CC=2)(C2C=CC=CC=2)C2C=CC=CC=2)[P](C2C=CC=CC=2)(C2C=CC=CC=2)C2C=CC=CC=2)(C2C=CC=CC=2)C2C=CC=CC=2)=CC=1. The product is [CH3:12][C:3]1[CH:4]=[C:5]([N+:9]([O-:11])=[O:10])[CH:6]=[C:7]([CH3:8])[C:2]=1[C:18]1[CH:19]=[CH:20][C:15]([C:14]([F:25])([F:24])[F:13])=[CH:16][CH:17]=1. The yield is 0.430. (4) The reactants are CN[C:3]1[CH:8]=[CH:7][CH:6]=[CH:5][CH:4]=1.[CH:9]([N:12]([SiH3:16])C(C)C)(C)C. No catalyst specified. The product is [C:3]1([CH2:9][NH:12][SiH3:16])[CH:4]=[CH:5][CH:6]=[CH:7][CH:8]=1. The yield is 0.895. (5) The reactants are [C:1]([NH:5][C:6]1[C:7](F)=[N:8][C:9]2[C:14]([N:15]=1)=[C:13]([C:16](=[O:18])[CH3:17])[CH:12]=[CH:11][CH:10]=2)([CH3:4])([CH3:3])[CH3:2].O1CCOCC1.[ClH:26]. No catalyst specified. The product is [C:1]([NH:5][C:6]1[C:7]([Cl:26])=[N:8][C:9]2[C:14]([N:15]=1)=[C:13]([C:16](=[O:18])[CH3:17])[CH:12]=[CH:11][CH:10]=2)([CH3:4])([CH3:3])[CH3:2]. The yield is 0.890. (6) The reactants are [C:1]1(P(C2C=CC=CC=2)C2C=CC=CC=2)C=CC=CC=1.[OH:20][C:21]1[CH:28]=[CH:27][C:26]([N+:29]([O-:31])=[O:30])=[CH:25][C:22]=1[CH:23]=[O:24].CO.N(C(OCC)=O)=NC(OCC)=O. The catalyst is O1CCCC1. The product is [CH3:1][O:20][C:21]1[CH:28]=[CH:27][C:26]([N+:29]([O-:31])=[O:30])=[CH:25][C:22]=1[CH:23]=[O:24]. The yield is 0.716. (7) The reactants are [Cl:1][C:2]1[CH:7]=[CH:6][CH:5]=[C:4]([Cl:8])[C:3]=1[CH:9]1[C:14]([C:15]([O:17][CH3:18])=[O:16])=[C:13]([CH2:19][CH2:20][C:21]2[S:22][CH:23]=[CH:24][N:25]=2)[NH:12][C:11]([CH2:26][C:27](O)=[O:28])=[C:10]1[C:30]([O:32][CH3:33])=[O:31].[CH3:34][CH:35]1[CH:40]2[CH2:41][CH2:42][CH:36]1[CH2:37][CH:38]([N:43]1[CH2:48][CH2:47][NH:46][CH2:45][CH2:44]1)[CH2:39]2.O. The catalyst is C(Cl)Cl. The product is [Cl:1][C:2]1[CH:7]=[CH:6][CH:5]=[C:4]([Cl:8])[C:3]=1[CH:9]1[C:14]([C:15]([O:17][CH3:18])=[O:16])=[C:13]([CH2:19][CH2:20][C:21]2[S:22][CH:23]=[CH:24][N:25]=2)[NH:12][C:11]([CH2:26][C:27]([N:46]2[CH2:45][CH2:44][N:43]([CH:38]3[CH2:39][CH:40]4[CH:35]([CH3:34])[CH:36]([CH2:42][CH2:41]4)[CH2:37]3)[CH2:48][CH2:47]2)=[O:28])=[C:10]1[C:30]([O:32][CH3:33])=[O:31]. The yield is 0.730. (8) The reactants are [CH3:1][O:2][C:3]1[CH:8]=[CH:7][C:6]([C:9]2[N:13]([CH2:14][C:15]3[CH:24]=[CH:23][C:18]([C:19]([O:21]C)=[O:20])=[CH:17][CH:16]=3)[N:12]=[CH:11][CH:10]=2)=[CH:5][C:4]=1[O:25][C@@H:26]1[CH2:30][CH2:29][O:28][CH2:27]1.O1CCOCC1.[OH-].[Na+].Cl. The catalyst is O. The product is [CH3:1][O:2][C:3]1[CH:8]=[CH:7][C:6]([C:9]2[N:13]([CH2:14][C:15]3[CH:16]=[CH:17][C:18]([C:19]([OH:21])=[O:20])=[CH:23][CH:24]=3)[N:12]=[CH:11][CH:10]=2)=[CH:5][C:4]=1[O:25][C@@H:26]1[CH2:30][CH2:29][O:28][CH2:27]1. The yield is 0.810.